From a dataset of Reaction yield outcomes from USPTO patents with 853,638 reactions. Predict the reaction yield, written as a fraction of the theoretical maximum amount of product (1.0 means a 100% yield; for example, 0.34 means a 34% yield). The reactants are [CH:1](=[C:3]1/[C@H:4](O)[CH2:5][C@@H:6]2[C@@:11]/1([CH3:12])[CH2:10][CH2:9][CH2:8][C@@H:7]2[O:13][C:14](=[O:16])[CH3:15])/[CH3:2].C(=C1/[C@@H](O)C[C@@H]2[C@]/1(C)CCC[C@@H:24]2[O:30]C(=O)C)/C.[CH:35](OCC)=C. The catalyst is [Hg](OC(C)=O)OC(C)=O. The product is [CH3:12][C@:11]12[C:3]([C@H:1]([CH3:35])[CH2:2][CH:24]=[O:30])=[CH:4][CH2:5][C@H:6]1[C@@H:7]([O:13][C:14](=[O:16])[CH3:15])[CH2:8][CH2:9][CH2:10]2. The yield is 0.650.